Dataset: Full USPTO retrosynthesis dataset with 1.9M reactions from patents (1976-2016). Task: Predict the reactants needed to synthesize the given product. (1) The reactants are: FC(F)(F)C(O)=O.[CH3:8][NH:9][C:10]([C:12]1[N:13]=[CH:14][C:15]([O:18][CH2:19][C:20]2[CH:37]=[CH:36][C:23]3[CH2:24][CH2:25][N:26](C(OC(C)(C)C)=O)[CH2:27][CH2:28][C:22]=3[CH:21]=2)=[N:16][CH:17]=1)=[O:11]. Given the product [CH3:8][NH:9][C:10]([C:12]1[CH:17]=[N:16][C:15]([O:18][CH2:19][C:20]2[CH:37]=[CH:36][C:23]3[CH2:24][CH2:25][NH:26][CH2:27][CH2:28][C:22]=3[CH:21]=2)=[CH:14][N:13]=1)=[O:11], predict the reactants needed to synthesize it. (2) The reactants are: Cl[C:2]1[C:7]2[O:8][C:9]3[CH2:14][CH2:13][N:12]([C:15]([O:17][C:18]([CH3:21])([CH3:20])[CH3:19])=[O:16])[CH2:11][C:10]=3[C:6]=2[CH:5]=[C:4]([S:22]([C:25]2[CH:30]=[CH:29][CH:28]=[CH:27][CH:26]=2)(=[O:24])=[O:23])[CH:3]=1.[C:31](=O)([O-])[O-].[K+].[K+]. Given the product [CH3:31][C:2]1[C:7]2[O:8][C:9]3[CH2:14][CH2:13][N:12]([C:15]([O:17][C:18]([CH3:21])([CH3:20])[CH3:19])=[O:16])[CH2:11][C:10]=3[C:6]=2[CH:5]=[C:4]([S:22]([C:25]2[CH:26]=[CH:27][CH:28]=[CH:29][CH:30]=2)(=[O:24])=[O:23])[CH:3]=1, predict the reactants needed to synthesize it. (3) Given the product [CH3:13][O:14]/[N:15]=[C:16](/[C:18]1[N:19]=[C:20]([CH2:24][CH2:25][CH2:26][O:27][N:28]=[C:5]2[C:4]3[N:3]=[C:2]([CH3:1])[N:11]=[CH:10][C:9]=3[CH2:8][CH2:7][CH2:6]2)[CH:21]=[CH:22][CH:23]=1)\[CH3:17], predict the reactants needed to synthesize it. The reactants are: [CH3:1][C:2]1[N:11]=[CH:10][C:9]2[CH2:8][CH2:7][CH2:6][C:5](=O)[C:4]=2[N:3]=1.[CH3:13][O:14]/[N:15]=[C:16](/[C:18]1[CH:23]=[CH:22][CH:21]=[C:20]([CH2:24][CH2:25][CH2:26][O:27][NH2:28])[N:19]=1)\[CH3:17].